Dataset: Full USPTO retrosynthesis dataset with 1.9M reactions from patents (1976-2016). Task: Predict the reactants needed to synthesize the given product. Given the product [CH2:31]([N:10]1[CH2:9][CH2:8][O:7][C:6]2[CH:11]=[C:2]([F:1])[C:3]([B:12]3[O:16][C:15]([CH3:18])([CH3:17])[C:14]([CH3:20])([CH3:19])[O:13]3)=[CH:4][C:5]1=2)[CH:30]=[CH2:29], predict the reactants needed to synthesize it. The reactants are: [F:1][C:2]1[C:3]([B:12]2[O:16][C:15]([CH3:18])([CH3:17])[C:14]([CH3:20])([CH3:19])[O:13]2)=[CH:4][C:5]2[NH:10][CH2:9][CH2:8][O:7][C:6]=2[CH:11]=1.C([O-])([O-])=O.[K+].[K+].N#N.[CH2:29](Br)[CH:30]=[CH2:31].